From a dataset of Catalyst prediction with 721,799 reactions and 888 catalyst types from USPTO. Predict which catalyst facilitates the given reaction. (1) Reactant: [CH3:1][S:2]([NH2:5])(=[O:4])=[O:3].C(N(CC)CC)C.C[Si](Cl)(C)C.CNC1(NC)C=CN=CC1.F[P-](F)(F)(F)(F)F.N1(O[P+](N(C)C)(N(C)C)N(C)C)C2C=CC=CC=2N=N1.[C:55]([O:59][C:60]([N:62]1[CH2:67][CH2:66][CH2:65][CH:64]([C:68]2[CH:77]=[C:76]([C:78]3[C:83]([O:84][CH2:85][C:86]4[CH:91]=[CH:90][C:89]([O:92][CH3:93])=[CH:88][CH:87]=4)=[CH:82][CH:81]=[CH:80][C:79]=3[O:94][CH2:95][CH:96]3[CH2:98][CH2:97]3)[N:75]=[C:74]3[C:69]=2[CH:70]=[C:71]([C:100](O)=[O:101])[C:72](=[O:99])[NH:73]3)[CH2:63]1)=[O:61])([CH3:58])([CH3:57])[CH3:56]. Product: [CH:96]1([CH2:95][O:94][C:79]2[CH:80]=[CH:81][CH:82]=[C:83]([O:84][CH2:85][C:86]3[CH:91]=[CH:90][C:89]([O:92][CH3:93])=[CH:88][CH:87]=3)[C:78]=2[C:76]2[CH:77]=[C:68]([CH:64]3[CH2:65][CH2:66][CH2:67][N:62]([C:60]([O:59][C:55]([CH3:58])([CH3:56])[CH3:57])=[O:61])[CH2:63]3)[C:69]3[CH:70]=[C:71]([C:100]([NH:5][S:2]([CH3:1])(=[O:4])=[O:3])=[O:101])[C:72](=[O:99])[NH:73][C:74]=3[N:75]=2)[CH2:98][CH2:97]1. The catalyst class is: 11. (2) Reactant: [OH-].[Na+].[S:3]1[C:7]2[CH:8]=[C:9]([CH2:12][C:13]#[N:14])[CH:10]=[CH:11][C:6]=2[N:5]=[CH:4]1.Br[CH2:16][CH2:17]Cl. Product: [S:3]1[C:7]2[CH:8]=[C:9]([C:12]3([C:13]#[N:14])[CH2:17][CH2:16]3)[CH:10]=[CH:11][C:6]=2[N:5]=[CH:4]1. The catalyst class is: 786. (3) The catalyst class is: 118. Product: [C:13]([O:17][C:18](=[O:45])[NH:19][CH:20]1[CH2:25][CH2:24][N:23]([S:26]([C:29]2[C:34]([Cl:35])=[CH:33][CH:32]=[C:31]([NH:36][C:37]3[C:40](=[O:41])[C:39](=[O:42])[C:38]=3[NH:46][C:47]3[CH:52]=[CH:51][CH:50]=[CH:49][CH:48]=3)[C:30]=2[OH:44])(=[O:28])=[O:27])[CH2:22][CH2:21]1)([CH3:15])([CH3:14])[CH3:16]. Reactant: C1(C2C=CC=CC=2)C=CC=CC=1.[C:13]([O:17][C:18](=[O:45])[NH:19][CH:20]1[CH2:25][CH2:24][N:23]([S:26]([C:29]2[C:34]([Cl:35])=[CH:33][CH:32]=[C:31]([NH:36][C:37]3[C:40](=[O:41])[C:39](=[O:42])[C:38]=3Cl)[C:30]=2[OH:44])(=[O:28])=[O:27])[CH2:22][CH2:21]1)([CH3:16])([CH3:15])[CH3:14].[NH2:46][C:47]1[CH:52]=[CH:51][CH:50]=[CH:49][CH:48]=1. (4) Reactant: C([S-])C.[Na+].[SH:5][CH2:6][CH2:7][C:8]1[CH:13]=[CH:12][CH:11]=[C:10]([C:14]2[CH:19]=[CH:18][CH:17]=[C:16]([C:20]([O-:22])=[O:21])[CH:15]=2)[C:9]=1[C:23]([O:25]C)=[O:24]. Product: [SH:5][CH2:6][CH2:7][C:8]1[CH:13]=[CH:12][CH:11]=[C:10]([C:14]2[CH:19]=[CH:18][CH:17]=[C:16]([C:20]([OH:22])=[O:21])[CH:15]=2)[C:9]=1[C:23]([OH:25])=[O:24]. The catalyst class is: 3. (5) Reactant: [CH3:1][O:2][C:3]1[CH:8]=[CH:7][CH:6]=[CH:5][C:4]=1[N:9]1[CH2:14][CH2:13][C:12]([CH2:23][OH:24])([C:15]2[CH:20]=[CH:19][CH:18]=[C:17]([O:21][CH3:22])[CH:16]=2)[CH2:11][CH2:10]1.[C:25]1([CH3:35])[CH:30]=[CH:29][C:28]([S:31](Cl)(=[O:33])=[O:32])=[CH:27][CH:26]=1. Product: [CH3:35][C:25]1[CH:30]=[CH:29][C:28]([S:31]([O:24][CH2:23][C:12]2([C:15]3[CH:20]=[CH:19][CH:18]=[C:17]([O:21][CH3:22])[CH:16]=3)[CH2:13][CH2:14][N:9]([C:4]3[CH:5]=[CH:6][CH:7]=[CH:8][C:3]=3[O:2][CH3:1])[CH2:10][CH2:11]2)(=[O:33])=[O:32])=[CH:27][CH:26]=1. The catalyst class is: 17. (6) Product: [CH3:39][NH:38][C:37](=[O:40])[C:33]1[CH:34]=[CH:35][CH:36]=[C:31]([C:28]2[CH:29]=[CH:30][C:25]([O:24][C@@H:6]3[C@:5]([OH:4])([CH2:42][N:43]4[CH:50]=[C:48]([CH2:47][OH:46])[N:45]=[N:44]4)[C@@H:10]([OH:11])[C@H:9]([OH:15])[C@@H:8]([CH2:19][OH:20])[O:7]3)=[C:26]([CH3:41])[CH:27]=2)[CH:32]=1. The catalyst class is: 37. Reactant: C([O:4][C@@:5]1([CH2:42][N:43]=[N+:44]=[N-:45])[C@@H:10]([O:11]C(=O)C)[C@H:9]([O:15]C(=O)C)[C@@H:8]([CH2:19][O:20]C(=O)C)[O:7][C@@H:6]1[O:24][C:25]1[CH:30]=[CH:29][C:28]([C:31]2[CH:36]=[CH:35][CH:34]=[C:33]([C:37](=[O:40])[NH:38][CH3:39])[CH:32]=2)=[CH:27][C:26]=1[CH3:41])(=O)C.[O:46]=[C:47]1O[C@H]([C@H](CO)O)[C:50]([O-])=[C:48]1O.[Na+].C(O)C#C. (7) The catalyst class is: 3. Reactant: Br[CH2:2][C:3]#[N:4].C([O-])([O-])=O.[K+].[K+].[CH3:11][O:12][C:13](=[O:39])/[CH:14]=[CH:15]/[C:16]1[CH:21]=[CH:20][C:19]([C:22]2[CH:27]=[CH:26][C:25]([OH:28])=[C:24]([C:29]34[CH2:38][CH:33]5[CH2:34][CH:35]([CH2:37][CH:31]([CH2:32]5)[CH2:30]3)[CH2:36]4)[CH:23]=2)=[CH:18][CH:17]=1.O. Product: [CH3:11][O:12][C:13](=[O:39])/[CH:14]=[CH:15]/[C:16]1[CH:17]=[CH:18][C:19]([C:22]2[CH:27]=[CH:26][C:25]([O:28][CH2:2][C:3]#[N:4])=[C:24]([C:29]34[CH2:38][CH:33]5[CH2:34][CH:35]([CH2:37][CH:31]([CH2:32]5)[CH2:30]3)[CH2:36]4)[CH:23]=2)=[CH:20][CH:21]=1.